The task is: Predict the reactants needed to synthesize the given product.. This data is from Full USPTO retrosynthesis dataset with 1.9M reactions from patents (1976-2016). (1) The reactants are: [CH3:1][O:2][CH2:3][O:4][CH:5]([CH2:8][N:9]1[C:18]2[C:13](=[CH:14][CH:15]=[C:16]([O:19][CH3:20])[CH:17]=2)[N:12]=[CH:11][C:10]1=[O:21])[CH:6]=O.[NH2:22][CH:23]1[CH2:27][N:26]([C:28]2[CH:29]=[CH:30][C:31]3[O:36][CH2:35][C:34](=[O:37])[NH:33][C:32]=3[CH:38]=2)[C:25](=[O:39])[CH2:24]1.C(O)(=O)C.S([O-])([O-])(=O)=O.[Na+].[Na+].C(O[BH-](OC(=O)C)OC(=O)C)(=O)C.[Na+]. Given the product [CH3:1][O:2][CH2:3][O:4][CH:5]([CH2:8][N:9]1[C:18]2[C:13](=[CH:14][CH:15]=[C:16]([O:19][CH3:20])[CH:17]=2)[N:12]=[CH:11][C:10]1=[O:21])[CH2:6][NH:22][CH:23]1[CH2:27][N:26]([C:28]2[CH:29]=[CH:30][C:31]3[O:36][CH2:35][C:34](=[O:37])[NH:33][C:32]=3[CH:38]=2)[C:25](=[O:39])[CH2:24]1, predict the reactants needed to synthesize it. (2) Given the product [Br:1][C:2]1[CH:3]=[N:4][N:5]([CH3:23])[C:6]=1[C:7]1[CH:8]=[C:9]([NH:22][C:30](=[O:35])[CH2:31][CH:32]([CH3:34])[CH3:33])[CH:10]=[CH:11][C:12]=1[O:13][CH2:14][CH2:15][N:16]1[CH2:17][CH:18]([O:20][CH3:21])[CH2:19]1, predict the reactants needed to synthesize it. The reactants are: [Br:1][C:2]1[CH:3]=[N:4][N:5]([CH3:23])[C:6]=1[C:7]1[CH:8]=[C:9]([NH2:22])[CH:10]=[CH:11][C:12]=1[O:13][CH2:14][CH2:15][N:16]1[CH2:19][CH:18]([O:20][CH3:21])[CH2:17]1.N1C=CC=CC=1.[C:30](Cl)(=[O:35])[CH2:31][CH:32]([CH3:34])[CH3:33]. (3) Given the product [CH3:1][O:2][CH2:3][CH2:4][O:5][C:6]1[C:7]([CH3:19])=[C:8]([C:9]([C:34]2[CH:35]=[N:36][N:37]([CH3:38])[C:33]=2[OH:32])=[O:11])[CH:12]=[CH:13][C:14]=1[S:15]([CH3:18])(=[O:17])=[O:16], predict the reactants needed to synthesize it. The reactants are: [CH3:1][O:2][CH2:3][CH2:4][O:5][C:6]1[C:7]([CH3:19])=[C:8]([CH:12]=[CH:13][C:14]=1[S:15]([CH3:18])(=[O:17])=[O:16])[C:9]([OH:11])=O.C(Cl)(=O)C(Cl)=O.CN(C=O)C.Cl.[OH:32][C:33]1[N:37]([CH3:38])[N:36]=[CH:35][CH:34]=1. (4) Given the product [Cl:1][C:2]1[CH:7]=[CH:6][C:5]([C:8]2[CH:13]=[CH:12][CH:11]=[CH:10][C:9]=2[O:14][CH2:37][CH2:36][C:35]([OH:39])=[O:38])=[CH:4][C:3]=1[C:15]([NH:17][CH2:18][C:19]12[CH2:28][CH:23]3[CH2:24][CH:25]([CH2:27][CH:21]([CH2:22]3)[CH2:20]1)[CH2:26]2)=[O:16], predict the reactants needed to synthesize it. The reactants are: [Cl:1][C:2]1[CH:7]=[CH:6][C:5]([C:8]2[CH:13]=[CH:12][CH:11]=[CH:10][C:9]=2[OH:14])=[CH:4][C:3]=1[C:15]([NH:17][CH2:18][C:19]12[CH2:28][CH:23]3[CH2:24][CH:25]([CH2:27][CH:21]([CH2:22]3)[CH2:20]1)[CH2:26]2)=[O:16].CC(C)([O-])C.[K+].[C:35]1(=[O:39])[O:38][CH2:37][CH2:36]1. (5) Given the product [F:1][C:2]1[CH:3]=[CH:4][C:5]([C:8]2[CH:9]=[CH:10][C:11]3[N:12]([C:14]([S:17][C:18]4[CH:36]=[CH:35][C:21]5[N:22]=[C:23]([NH:25][C:26]([NH:45][CH2:44][CH2:43][N:37]6[CH2:42][CH2:41][O:40][CH2:39][CH2:38]6)=[O:34])[S:24][C:20]=5[CH:19]=4)=[CH:15][N:16]=3)[CH:13]=2)=[CH:6][CH:7]=1, predict the reactants needed to synthesize it. The reactants are: [F:1][C:2]1[CH:7]=[CH:6][C:5]([C:8]2[CH:9]=[CH:10][C:11]3[N:12]([C:14]([S:17][C:18]4[CH:36]=[CH:35][C:21]5[N:22]=[C:23]([NH:25][C:26](=[O:34])OC6C=CC=CC=6)[S:24][C:20]=5[CH:19]=4)=[CH:15][N:16]=3)[CH:13]=2)=[CH:4][CH:3]=1.[N:37]1([CH2:43][CH2:44][NH2:45])[CH2:42][CH2:41][O:40][CH2:39][CH2:38]1. (6) Given the product [OH:16][C:2]1[CH:3]=[C:4]([CH:8]=[CH:9][C:10]=1[C:11]([O:13][CH3:14])=[O:12])[C:5]([OH:7])=[O:6], predict the reactants needed to synthesize it. The reactants are: N[C:2]1[CH:3]=[C:4]([CH:8]=[CH:9][C:10]=1[C:11]([O:13][CH3:14])=[O:12])[C:5]([OH:7])=[O:6].N([O-])=[O:16].[Na+].S(=O)(=O)(O)O. (7) Given the product [CH3:1][C:2]1[N:3]=[C:4]2[C:9]([O:10][CH2:11][C:12]3[C:17]([F:18])=[CH:16][CH:15]=[C:14]([F:19])[C:13]=3[F:20])=[CH:8][C:7]([CH3:21])=[CH:6][N:5]2[CH:22]=1, predict the reactants needed to synthesize it. The reactants are: [CH3:1][C:2]1[N:3]=[C:4]2[C:9]([O:10][CH2:11][C:12]3[C:17]([F:18])=[CH:16][CH:15]=[C:14]([F:19])[C:13]=3[F:20])=[CH:8][C:7]([CH3:21])=[CH:6][N:5]2[C:22]=1C(O)=O.Cl.